From a dataset of Forward reaction prediction with 1.9M reactions from USPTO patents (1976-2016). Predict the product of the given reaction. Given the reactants [F:1][C:2]([F:7])([F:6])[C:3]([OH:5])=[O:4].[F:8][C:9]1[CH:14]=[CH:13][C:12]([C:15]2[N:16]=[C:17]([NH:20][CH2:21][C:22]([OH:24])=O)[S:18][CH:19]=2)=[CH:11][CH:10]=1.[NH:25]1[CH2:28][CH2:27][CH2:26]1, predict the reaction product. The product is: [F:1][C:2]([F:7])([F:6])[C:3]([OH:5])=[O:4].[N:25]1([C:22](=[O:24])[CH2:21][NH:20][C:17]2[S:18][CH:19]=[C:15]([C:12]3[CH:11]=[CH:10][C:9]([F:8])=[CH:14][CH:13]=3)[N:16]=2)[CH2:28][CH2:27][CH2:26]1.